Dataset: Catalyst prediction with 721,799 reactions and 888 catalyst types from USPTO. Task: Predict which catalyst facilitates the given reaction. Reactant: [C:1]([C:3]1[CH:11]=[C:10]2[C:6]([CH:7]=[C:8]([C:22](O)=[O:23])[N:9]2[CH2:12][C:13]2[C:18]([CH3:19])=[CH:17][C:16]([CH3:20])=[CH:15][C:14]=2[CH3:21])=[CH:5][CH:4]=1)#[N:2].[Na+].[N+:26]([C:29]1[CH:30]=[C:31]([S:35]([NH-:38])(=[O:37])=[O:36])[CH:32]=[CH:33][CH:34]=1)([O-:28])=[O:27].CN(C(ON1N=NC2C=CC=NC1=2)=[N+](C)C)C.F[P-](F)(F)(F)(F)F.C([O-])([O-])=O.[K+].[K+]. Product: [C:1]([C:3]1[CH:11]=[C:10]2[C:6]([CH:7]=[C:8]([C:22]([NH:38][S:35]([C:31]3[CH:32]=[CH:33][CH:34]=[C:29]([N+:26]([O-:28])=[O:27])[CH:30]=3)(=[O:37])=[O:36])=[O:23])[N:9]2[CH2:12][C:13]2[C:18]([CH3:19])=[CH:17][C:16]([CH3:20])=[CH:15][C:14]=2[CH3:21])=[CH:5][CH:4]=1)#[N:2]. The catalyst class is: 9.